Dataset: Hepatocyte clearance measurements from AstraZeneca. Task: Regression/Classification. Given a drug SMILES string, predict its absorption, distribution, metabolism, or excretion properties. Task type varies by dataset: regression for continuous measurements (e.g., permeability, clearance, half-life) or binary classification for categorical outcomes (e.g., BBB penetration, CYP inhibition). For this dataset (clearance_hepatocyte_az), we predict log10(clearance) (log10 of the in vitro intrinsic clearance, CLint, in uL/min per 10^6 hepatocytes; values are censored to the assay range of 3 to 150, which is 0.477 to 2.18 on this log10 scale). The molecule is Nc1nc(-c2ccc(Cl)c(Cl)c2)c(-c2ccncc2)s1. The log10(clearance) is 1.28.